This data is from B-cell epitopes from IEDB database with 3,159 antigens for binding position prediction. The task is: Token-level Classification. Given an antigen amino acid sequence, predict which amino acid positions are active epitope sites capable of antibody binding. Output is a list of indices for active positions. Given the antigen sequence: ASTQSPSVFPLTRCCKNIPSNATSVTLGCLATGYFPEPVMVTWDTGSLNGTTMTLPATTLTLSGHYATISLLTVSGAWAKQMFTCRVAHTPSSTDWVDNKTFSVCSRDFTPPTVKILQSSCDGGGHFPPTIQLLCLVSGYTPGTINITWLEDGQVMDVDLSTASTTQEGELASTQSELTLSQKHWLSDRTYTCQVTYQGHTFEDSTKKCADSNPRGVSAYLSRPSPFDLFIRKSPTITCLVVDLAPSKGTVNLTWSRASGKPVNHSTRKEEKQRNGTLTVTSTLPVGTRDWIEGETYQCRVTHPHLPRALMRSTTKTSGPRAAPEVYAFATPEWPGSRDKRTLACLIQNFMPEDISVQWLHNEVQLPDARHSTTQPRKTKGSGFFVFSRLEVTRAEWEQKDEFICRAVHEAASPSQTVQRAVSVNPGK, which amino acid positions are active epitope sites? The epitope positions are: [265, 266, 267, 268, 269, 270, 271, 272, 273, 274, 275, 276]. The amino acids at these positions are: STRKEEKQRNGT.